From a dataset of Peptide-MHC class II binding affinity with 134,281 pairs from IEDB. Regression. Given a peptide amino acid sequence and an MHC pseudo amino acid sequence, predict their binding affinity value. This is MHC class II binding data. (1) The peptide sequence is EDTNIYNSNEAFKVE. The MHC is DRB1_0101 with pseudo-sequence DRB1_0101. The binding affinity (normalized) is 0.704. (2) The peptide sequence is GELQIVDPIDAAFKI. The MHC is DRB1_0401 with pseudo-sequence DRB1_0401. The binding affinity (normalized) is 0.598. (3) The peptide sequence is CEHLEDGIYGIFQST. The MHC is DRB1_0701 with pseudo-sequence DRB1_0701. The binding affinity (normalized) is 0.370. (4) The peptide sequence is TDDNEEPIAPYHFDL. The MHC is DRB1_1101 with pseudo-sequence DRB1_1101. The binding affinity (normalized) is 0.202. (5) The binding affinity (normalized) is 0.0590. The MHC is DRB1_0901 with pseudo-sequence DRB1_0901. The peptide sequence is ENEGDNACKRTYSDR. (6) The peptide sequence is FEIKCTKPEACSGEP. The MHC is DRB3_0101 with pseudo-sequence DRB3_0101. The binding affinity (normalized) is 0. (7) The peptide sequence is GELQIVDKMDAAFKI. The MHC is DRB1_0404 with pseudo-sequence DRB1_0404. The binding affinity (normalized) is 0.320.